From a dataset of Forward reaction prediction with 1.9M reactions from USPTO patents (1976-2016). Predict the product of the given reaction. Given the reactants [CH2:1]([CH:3]([CH2:29][CH2:30][CH2:31][CH3:32])[C:4]#[C:5][C:6]1[C:14]2[S:15][CH:16]=[CH:17][C:13]=2[C:12]([C:18]#[C:19][CH:20]([CH2:27][CH3:28])[CH2:21][CH2:22][CH2:23][CH2:24][CH2:25][CH3:26])=[C:8]2[S:9][CH:10]=[CH:11][C:7]=12)[CH3:2].[C:33]([Li])([CH3:36])([CH3:35])C.[CH:38]([Si:41](Cl)([CH:45]([CH3:47])[CH3:46])[CH:42]([CH3:44])[CH3:43])([CH3:40])[CH3:39], predict the reaction product. The product is: [CH2:1]([CH:3]([CH2:29][CH2:30][CH2:31][CH3:32])[C:4]#[C:5][C:6]1[C:14]2[S:15][C:16]([Si:41]([CH:42]([CH3:44])[CH3:43])([CH:33]([CH3:36])[CH3:35])[CH:38]([CH3:40])[CH3:39])=[CH:17][C:13]=2[C:12]([C:18]#[C:19][CH:20]([CH2:27][CH3:28])[CH2:21][CH2:22][CH2:23][CH2:24][CH2:25][CH3:26])=[C:8]2[S:9][C:10]([Si:41]([CH:45]([CH3:47])[CH3:46])([CH:42]([CH3:44])[CH3:43])[CH:38]([CH3:40])[CH3:39])=[CH:11][C:7]=12)[CH3:2].